From a dataset of Peptide-MHC class I binding affinity with 185,985 pairs from IEDB/IMGT. Regression. Given a peptide amino acid sequence and an MHC pseudo amino acid sequence, predict their binding affinity value. This is MHC class I binding data. (1) The peptide sequence is QLCDEITIL. The MHC is HLA-A01:01 with pseudo-sequence HLA-A01:01. The binding affinity (normalized) is 0.0847. (2) The peptide sequence is PLTFGWCYKL. The MHC is HLA-A03:01 with pseudo-sequence HLA-A03:01. The binding affinity (normalized) is 0.184. (3) The peptide sequence is CVDIFTEGKI. The MHC is HLA-A02:03 with pseudo-sequence HLA-A02:03. The binding affinity (normalized) is 0.0970. (4) The peptide sequence is GILIYDDNI. The MHC is HLA-A02:02 with pseudo-sequence HLA-A02:02. The binding affinity (normalized) is 0.134.